Dataset: Forward reaction prediction with 1.9M reactions from USPTO patents (1976-2016). Task: Predict the product of the given reaction. (1) Given the reactants O.Cl.[CH3:3][CH:4]1[CH2:13][C:12]2[C:7](=[CH:8][CH:9]=[CH:10][C:11]=2[O:14]COC)[O:6][CH2:5]1, predict the reaction product. The product is: [CH3:3][CH:4]1[CH2:13][C:12]2[C:11]([OH:14])=[CH:10][CH:9]=[CH:8][C:7]=2[O:6][CH2:5]1. (2) Given the reactants [CH3:1][O:2][C:3]1[CH:28]=[CH:27][C:6]([CH2:7][N:8]2[CH:17]=[C:16]3[C:10]([N:11]([CH2:19][CH2:20][CH2:21][O:22][Si](C)(C)C)[CH2:12][CH2:13][CH2:14][C:15]3=[O:18])=[N:9]2)=[CH:5][CH:4]=1.Cl, predict the reaction product. The product is: [OH:22][CH2:21][CH2:20][CH2:19][N:11]1[CH2:12][CH2:13][CH2:14][C:15](=[O:18])[C:16]2=[CH:17][N:8]([CH2:7][C:6]3[CH:5]=[CH:4][C:3]([O:2][CH3:1])=[CH:28][CH:27]=3)[N:9]=[C:10]12. (3) The product is: [OH:34][C:2]1[C:7]2[NH:8][C:9]([CH2:11][C:12]3[CH:17]=[CH:16][C:15]([NH:18][C:19]([NH:21][C:22]4[CH:27]=[C:26]([C:28]([F:31])([F:30])[F:29])[CH:25]=[CH:24][C:23]=4[F:32])=[O:20])=[CH:14][CH:13]=3)=[N:10][C:6]=2[CH:5]=[CH:4][N:3]=1. Given the reactants Cl[C:2]1[C:7]2[NH:8][C:9]([CH2:11][C:12]3[CH:17]=[CH:16][C:15]([NH:18][C:19]([NH:21][C:22]4[CH:27]=[C:26]([C:28]([F:31])([F:30])[F:29])[CH:25]=[CH:24][C:23]=4[F:32])=[O:20])=[CH:14][CH:13]=3)=[N:10][C:6]=2[CH:5]=[CH:4][N:3]=1.C(O)=[O:34], predict the reaction product.